This data is from Reaction yield outcomes from USPTO patents with 853,638 reactions. The task is: Predict the reaction yield, written as a fraction of the theoretical maximum amount of product (1.0 means a 100% yield; for example, 0.34 means a 34% yield). (1) The reactants are C1C(=O)N([Br:8])C(=O)C1.[N:9]1[CH:14]=[CH:13][C:12]([C:15]2[N:16]=[C:17]3[CH2:22][CH2:21][CH2:20][N:18]3[CH:19]=2)=[CH:11][CH:10]=1.[O-]S([O-])(=S)=O.[Na+].[Na+]. The catalyst is CN(C=O)C. The product is [Br:8][C:19]1[N:18]2[CH2:20][CH2:21][CH2:22][C:17]2=[N:16][C:15]=1[C:12]1[CH:11]=[CH:10][N:9]=[CH:14][CH:13]=1. The yield is 0.870. (2) The reactants are [CH3:1][C:2](=[CH:4][CH2:5][CH2:6][C@H:7]([CH3:13])CCCCC)[CH3:3].C[C:15]([CH3:17])=[O:16].[OH:18]S(O)(=O)=O.O=[Cr](=O)=O.O.[O-]S([O-])(=O)=O.[Na+].[Na+]. The catalyst is CC(C)=O.C(Cl)Cl.CCOCC. The product is [CH3:1][C@H:2]([CH2:4][CH2:5][CH2:6][CH2:7][CH3:13])[CH2:3][CH2:17][C:15]([OH:18])=[O:16]. The yield is 0.540. (3) The reactants are C(OC([C:6]1[CH:11]=[CH:10][C:9](B(O)O)=CC=1)=O)C.NC1CC(C(N(CCC)CCC)=O)=CC2C=CC(Br)=CC=2N=1.C[O:38][C:39]([C:41]1[CH:46]=[CH:45][C:44](B(O)O)=[CH:43][CH:42]=1)=[O:40].[C:50](=[O:53])([O-])[O-:51].[K+].[K+].C(OC([NH:63][C:64]1[CH2:65][C:66]([C:86](=[O:102])[N:87]([CH2:91][CH2:92][CH2:93][O:94][Si](C(C)(C)C)(C)C)[CH2:88][CH2:89][CH3:90])=[CH:67][C:68]2[CH:74]=[CH:73][C:72]([C:75]3[CH:85]=[CH:84][C:78]([C:79](OCC)=O)=[CH:77][CH:76]=3)=[CH:71][C:69]=2[N:70]=1)=O)(C)(C)C. The catalyst is C(#N)C.CCOC(C)=O.ClCCl.C(O)(C(F)(F)F)=O.C1C=CC([P]([Pd]([P](C2C=CC=CC=2)(C2C=CC=CC=2)C2C=CC=CC=2)([P](C2C=CC=CC=2)(C2C=CC=CC=2)C2C=CC=CC=2)[P](C2C=CC=CC=2)(C2C=CC=CC=2)C2C=CC=CC=2)(C2C=CC=CC=2)C2C=CC=CC=2)=CC=1. The product is [NH2:63][C:64]1[CH2:65][C:66]([C:86](=[O:102])[N:87]([CH2:91][CH2:92][CH2:93][OH:94])[CH2:88][CH2:89][CH3:90])=[CH:67][C:68]2[CH:74]=[CH:73][C:72]([C:75]3[CH:76]=[CH:77][C:78]([CH2:79][C:50]([O:51][CH2:9][CH:10]4[CH2:6][CH2:11]4)=[O:53])=[CH:84][CH:85]=3)=[CH:71][C:69]=2[N:70]=1.[C:39]([O-:40])(=[O:38])[C:41]1[CH:46]=[CH:45][CH:44]=[CH:43][CH:42]=1. The yield is 0.310. (4) The reactants are [Br:1][C:2]1[C:3]([O:14][CH2:15][O:16][CH3:17])=[C:4]([CH:7]=[C:8]([O:10][CH2:11][O:12][CH3:13])[CH:9]=1)[CH:5]=[O:6].[BH4-].[Na+].O.C([O-])(O)=O.[Na+]. The catalyst is CCO. The product is [Br:1][C:2]1[C:3]([O:14][CH2:15][O:16][CH3:17])=[C:4]([CH2:5][OH:6])[CH:7]=[C:8]([O:10][CH2:11][O:12][CH3:13])[CH:9]=1. The yield is 0.990.